From a dataset of Peptide-MHC class I binding affinity with 185,985 pairs from IEDB/IMGT. Regression. Given a peptide amino acid sequence and an MHC pseudo amino acid sequence, predict their binding affinity value. This is MHC class I binding data. (1) The peptide sequence is KVTAASPMLY. The MHC is HLA-A68:01 with pseudo-sequence HLA-A68:01. The binding affinity (normalized) is 0.646. (2) The peptide sequence is FLALGFFLR. The MHC is HLA-A33:01 with pseudo-sequence HLA-A33:01. The binding affinity (normalized) is 0.697. (3) The peptide sequence is FPHCLAFSY. The MHC is HLA-B54:01 with pseudo-sequence HLA-B54:01. The binding affinity (normalized) is 0.432.